The task is: Predict which catalyst facilitates the given reaction.. This data is from Catalyst prediction with 721,799 reactions and 888 catalyst types from USPTO. (1) Reactant: [Br:1][C:2]1[CH:3]=[N:4][CH:5]=[C:6]([N+:9]([O-:11])=[O:10])[C:7]=1[CH3:8].CO[CH:14](OC)[N:15]([CH3:17])[CH3:16]. Product: [Br:1][C:2]1[CH:3]=[N:4][CH:5]=[C:6]([N+:9]([O-:11])=[O:10])[C:7]=1/[CH:8]=[CH:14]/[N:15]([CH3:17])[CH3:16]. The catalyst class is: 31. (2) Reactant: Br[C:2]1[CH:15]=[C:14]([CH3:16])[C:5]([O:6][Si:7]([C:10]([CH3:13])([CH3:12])[CH3:11])([CH3:9])[CH3:8])=[C:4]([CH3:17])[CH:3]=1.[Cl-].[CH:19]1([Zn+])[CH2:21][CH2:20]1. Product: [C:10]([Si:7]([O:6][C:5]1[C:14]([CH3:16])=[CH:15][C:2]([CH:19]2[CH2:21][CH2:20]2)=[CH:3][C:4]=1[CH3:17])([CH3:9])[CH3:8])([CH3:13])([CH3:12])[CH3:11]. The catalyst class is: 176.